Dataset: Peptide-MHC class I binding affinity with 185,985 pairs from IEDB/IMGT. Task: Regression. Given a peptide amino acid sequence and an MHC pseudo amino acid sequence, predict their binding affinity value. This is MHC class I binding data. (1) The peptide sequence is TVYYGVPVWK. The MHC is HLA-B57:01 with pseudo-sequence HLA-B57:01. The binding affinity (normalized) is 0.0566. (2) The peptide sequence is QIIEQLIKK. The MHC is HLA-B54:01 with pseudo-sequence HLA-B54:01. The binding affinity (normalized) is 0. (3) The peptide sequence is FVGLALLTL. The MHC is Patr-B1301 with pseudo-sequence Patr-B1301. The binding affinity (normalized) is 0.273. (4) The peptide sequence is GYSPATVL. The MHC is H-2-Kd with pseudo-sequence H-2-Kd. The binding affinity (normalized) is 0.417.